From a dataset of Reaction yield outcomes from USPTO patents with 853,638 reactions. Predict the reaction yield, written as a fraction of the theoretical maximum amount of product (1.0 means a 100% yield; for example, 0.34 means a 34% yield). (1) The product is [Br:13][C:14]1[CH:15]=[C:16]([CH:21]=[CH:22][C:23]=1[CH2:24][Br:32])[C:17]([O:19][CH3:20])=[O:18]. The yield is 0.400. The reactants are CC(N=NC(C#N)(C)C)(C#N)C.[Br:13][C:14]1[CH:15]=[C:16]([CH:21]=[CH:22][C:23]=1[CH3:24])[C:17]([O:19][CH3:20])=[O:18].C1C(=O)N([Br:32])C(=O)C1. The catalyst is C(#N)C. (2) The reactants are [CH3:1][CH:2]([CH2:11][CH3:12])[CH2:3][CH:4]=[CH:5][C:6]([O:8][CH2:9][CH3:10])=[O:7].C1CCN2C(=NCCC2)CC1.[N+:24]([CH3:27])([O-:26])=[O:25]. The catalyst is C(#N)C. The product is [CH3:1][CH:2]([CH2:11][CH3:12])[CH2:3][CH:4]([CH2:27][N+:24]([O-:26])=[O:25])[CH2:5][C:6]([O:8][CH2:9][CH3:10])=[O:7]. The yield is 0.420. (3) The reactants are C([O:3][C:4]([C:6]1([NH:15][CH2:16][C:17]2[CH:22]=[CH:21][CH:20]=[C:19]([CH3:23])[C:18]=2[O:24][CH:25]([CH3:27])[CH3:26])[CH2:14][C:13]2[C:8](=[CH:9][CH:10]=[CH:11][CH:12]=2)[CH2:7]1)=[O:5])C.O1CCOCC1.CO. The catalyst is O. The product is [CH:25]([O:24][C:18]1[C:19]([CH3:23])=[CH:20][CH:21]=[CH:22][C:17]=1[CH2:16][NH:15][C:6]1([C:4]([OH:5])=[O:3])[CH2:14][C:13]2[C:8](=[CH:9][CH:10]=[CH:11][CH:12]=2)[CH2:7]1)([CH3:27])[CH3:26]. The yield is 0.720. (4) The reactants are [F:1][C:2]1[CH:7]=[CH:6][C:5]([C@H:8]([N:10]([CH2:30][C:31]2[CH:36]=[CH:35][C:34]([C:37]([O:39][CH3:40])=[O:38])=[CH:33][CH:32]=2)[C:11]([C@@H:13]2[CH2:22][C:21]3[C:16](=[CH:17][CH:18]=[CH:19][CH:20]=3)[CH2:15][N:14]2C(OC(C)(C)C)=O)=[O:12])[CH3:9])=[CH:4][CH:3]=1.Cl. The catalyst is C(Cl)Cl. The product is [F:1][C:2]1[CH:3]=[CH:4][C:5]([C@H:8]([N:10]([CH2:30][C:31]2[CH:32]=[CH:33][C:34]([C:37]([O:39][CH3:40])=[O:38])=[CH:35][CH:36]=2)[C:11]([C@@H:13]2[CH2:22][C:21]3[C:16](=[CH:17][CH:18]=[CH:19][CH:20]=3)[CH2:15][NH:14]2)=[O:12])[CH3:9])=[CH:6][CH:7]=1. The yield is 0.990.